This data is from Full USPTO retrosynthesis dataset with 1.9M reactions from patents (1976-2016). The task is: Predict the reactants needed to synthesize the given product. Given the product [CH2:1]([N:8]1[N:12]=[N:11][C:10]([C:13]([OH:15])=[O:14])=[N:9]1)[C:2]1[CH:7]=[CH:6][CH:5]=[CH:4][CH:3]=1, predict the reactants needed to synthesize it. The reactants are: [CH2:1]([N:8]1[N:12]=[N:11][C:10]([C:13]([O:15]CC)=[O:14])=[N:9]1)[C:2]1[CH:7]=[CH:6][CH:5]=[CH:4][CH:3]=1.[Li+].[OH-].